The task is: Predict the product of the given reaction.. This data is from Forward reaction prediction with 1.9M reactions from USPTO patents (1976-2016). (1) Given the reactants CON(C)[C:4](=[O:29])[CH2:5][C@H:6]([C:14]1[CH:19]=[CH:18][C:17]([C:20]2[CH:25]=[CH:24][C:23]([C:26]([OH:28])=[O:27])=[CH:22][CH:21]=2)=[CH:16][CH:15]=1)[C:7]1[CH:12]=[CH:11][CH:10]=[CH:9][C:8]=1[CH3:13].[Li].[Cl:32][C:33]1[CH:38]=[C:37](I)[CH:36]=[C:35]([Cl:40])[N:34]=1, predict the reaction product. The product is: [Cl:32][C:33]1[CH:38]=[C:37]([C:4](=[O:29])[CH2:5][C@H:6]([C:14]2[CH:19]=[CH:18][C:17]([C:20]3[CH:21]=[CH:22][C:23]([C:26]([OH:28])=[O:27])=[CH:24][CH:25]=3)=[CH:16][CH:15]=2)[C:7]2[CH:12]=[CH:11][CH:10]=[CH:9][C:8]=2[CH3:13])[CH:36]=[C:35]([Cl:40])[N:34]=1. (2) Given the reactants [Br-:1].[F:2][C:3]([C:31]1[CH:36]=[CH:35][CH:34]=[CH:33][CH:32]=1)([C:25]1[CH:30]=[CH:29][CH:28]=[CH:27][CH:26]=1)[C:4]([O:6][C@@H:7]1[CH:12]2[CH2:13][CH2:14][N+:9]([CH2:15][C:16](OC3C=CC=CC=3)=[O:17])([CH2:10][CH2:11]2)[CH2:8]1)=[O:5].[C:37]1([O:43]C(=O)C[Br:46])C=CC=C[CH:38]=1, predict the reaction product. The product is: [Br-:46].[F:2][C:3]([C:25]1[CH:26]=[CH:27][CH:28]=[CH:29][CH:30]=1)([C:31]1[CH:32]=[CH:33][CH:34]=[CH:35][CH:36]=1)[C:4]([O:6][C@@H:7]1[CH:12]2[CH2:13][CH2:14][N+:9]([CH2:15][C:16]#[CH:37])([CH2:10][CH2:11]2)[CH2:8]1)=[O:5].[Br-:1].[C:37]([O:17][CH2:16][CH2:15][N+:9]12[CH2:10][CH2:11][CH:12]([CH2:13][CH2:14]1)[C@@H:7]([O:6][C:4](=[O:5])[C:3]([F:2])([C:25]1[CH:26]=[CH:27][CH:28]=[CH:29][CH:30]=1)[C:31]1[CH:36]=[CH:35][CH:34]=[CH:33][CH:32]=1)[CH2:8]2)(=[O:43])[CH3:38]. (3) Given the reactants C[C@H]1N[C@@H](C)[CH2:5][N:4]([CH2:9][C:10]2[S:18][C:17]3[C:16]([N:19]4[CH2:24][CH2:23][O:22][CH2:21][CH2:20]4)=[N:15][C:14]([C:25]4[CH:33]=[C:32]([F:34])[CH:31]=[C:30]5[C:26]=4[CH:27]=[CH:28][NH:29]5)=[N:13][C:12]=3[CH:11]=2)[CH2:3]1.[N:35]1([CH:40]2[CH2:45]CNC[CH2:41]2)[CH2:39][CH2:38][CH2:37][CH2:36]1, predict the reaction product. The product is: [F:34][C:32]1[CH:31]=[C:30]2[C:26]([CH:27]=[CH:28][NH:29]2)=[C:25]([C:14]2[N:15]=[C:16]([N:19]3[CH2:24][CH2:23][O:22][CH2:21][CH2:20]3)[C:17]3[S:18][C:10]([CH2:9][N:4]4[CH2:3][CH2:45][CH:40]([N:35]5[CH2:39][CH2:38][CH2:37][CH2:36]5)[CH2:41][CH2:5]4)=[CH:11][C:12]=3[N:13]=2)[CH:33]=1. (4) Given the reactants Cl[C:2]1[C:12]([C:13]#[N:14])=[CH:11][C:5]([C:6]([O:8][CH2:9][CH3:10])=[O:7])=[C:4]([CH2:15][CH3:16])[N:3]=1.[NH:17]1[CH2:22][CH2:21][CH:20]([C:23]([OH:25])=[O:24])[CH2:19][CH2:18]1, predict the reaction product. The product is: [C:13]([C:12]1[C:2]([N:17]2[CH2:22][CH2:21][CH:20]([C:23]([OH:25])=[O:24])[CH2:19][CH2:18]2)=[N:3][C:4]([CH2:15][CH3:16])=[C:5]([C:6]([O:8][CH2:9][CH3:10])=[O:7])[CH:11]=1)#[N:14]. (5) Given the reactants [F:1][C:2]([F:47])([F:46])[C:3]1[CH:4]=[C:5]([CH:39]=[C:40]([C:42]([F:45])([F:44])[F:43])[CH:41]=1)[CH2:6][N:7]([CH2:37][CH3:38])[C:8]1[CH:32]=[CH:31][C:30]([C:33]([F:36])([F:35])[F:34])=[CH:29][C:9]=1[CH2:10][NH:11][C:12]1[N:17]=[CH:16][C:15]([O:18][CH2:19][CH2:20][CH2:21][C:22]([O:24]C(C)(C)C)=[O:23])=[CH:14][N:13]=1.Cl.C(=O)(O)[O-].[Na+].C(O)(=O)CC(CC(O)=O)(C(O)=O)O, predict the reaction product. The product is: [F:45][C:42]([F:43])([F:44])[C:40]1[CH:39]=[C:5]([CH:4]=[C:3]([C:2]([F:1])([F:46])[F:47])[CH:41]=1)[CH2:6][N:7]([CH2:37][CH3:38])[C:8]1[CH:32]=[CH:31][C:30]([C:33]([F:35])([F:36])[F:34])=[CH:29][C:9]=1[CH2:10][NH:11][C:12]1[N:13]=[CH:14][C:15]([O:18][CH2:19][CH2:20][CH2:21][C:22]([OH:24])=[O:23])=[CH:16][N:17]=1. (6) The product is: [CH:11]1([N:8]2[C:9]3[CH:10]=[C:2]([C:24]4[CH:25]=[CH:26][C:21]([OH:20])=[CH:22][CH:23]=4)[CH:3]=[C:4]([C:16]([O:18][CH3:19])=[O:17])[C:5]=3[CH:6]=[N:7]2)[CH2:15][CH2:14][CH2:13][CH2:12]1. Given the reactants Br[C:2]1[CH:3]=[C:4]([C:16]([O:18][CH3:19])=[O:17])[C:5]2[CH:6]=[N:7][N:8]([CH:11]3[CH2:15][CH2:14][CH2:13][CH2:12]3)[C:9]=2[CH:10]=1.[OH:20][C:21]1[CH:26]=[CH:25][C:24](B(O)O)=[CH:23][CH:22]=1.C([O-])([O-])=O.[Na+].[Na+].CO, predict the reaction product. (7) Given the reactants [Cl:1][C:2]1[N:7]=[CH:6][N:5]=[C:4]([O:8][C:9]2[CH:15]=[CH:14][C:12]([NH2:13])=[CH:11][C:10]=2[F:16])[CH:3]=1.[F:17][C:18]([F:29])([F:28])[C:19]1[CH:20]=[C:21]([N:25]=[C:26]=[O:27])[CH:22]=[CH:23][CH:24]=1, predict the reaction product. The product is: [Cl:1][C:2]1[N:7]=[CH:6][N:5]=[C:4]([O:8][C:9]2[CH:15]=[CH:14][C:12]([NH:13][C:26]([NH:25][C:21]3[CH:22]=[CH:23][CH:24]=[C:19]([C:18]([F:17])([F:28])[F:29])[CH:20]=3)=[O:27])=[CH:11][C:10]=2[F:16])[CH:3]=1.